This data is from Reaction yield outcomes from USPTO patents with 853,638 reactions. The task is: Predict the reaction yield, written as a fraction of the theoretical maximum amount of product (1.0 means a 100% yield; for example, 0.34 means a 34% yield). (1) The catalyst is C1(C)C=CC=CC=1.C([O-])(=O)C.[Pd+2].C([O-])(=O)C. The yield is 0.400. The product is [CH2:1]([O:3][C:4]([C:6]1[CH:7]=[C:8]2[C:13](=[CH:14][CH:15]=1)[NH:12][CH:11]([C:16]1[CH:21]=[CH:20][CH:19]=[C:18]([N:84]3[CH2:83][CH2:82][N:81]([C:78]4[CH:77]=[CH:76][C:75]([Cl:74])=[CH:80][CH:79]=4)[CH2:86][CH2:85]3)[CH:17]=1)[C:10]([CH3:24])([CH3:23])[CH2:9]2)=[O:5])[CH3:2]. The reactants are [CH2:1]([O:3][C:4]([C:6]1[CH:7]=[C:8]2[C:13](=[CH:14][CH:15]=1)[NH:12][CH:11]([C:16]1[CH:21]=[CH:20][CH:19]=[C:18](Br)[CH:17]=1)[C:10]([CH3:24])([CH3:23])[CH2:9]2)=[O:5])[CH3:2].C(=O)([O-])[O-].[Cs+].[Cs+].CC1(C)C2C(=C(P(C3C=CC=CC=3)C3C=CC=CC=3)C=CC=2)OC2C(P(C3C=CC=CC=3)C3C=CC=CC=3)=CC=CC1=2.Cl.[Cl:74][C:75]1[CH:80]=[CH:79][C:78]([N:81]2[CH2:86][CH2:85][NH:84][CH2:83][CH2:82]2)=[CH:77][CH:76]=1. (2) The reactants are [Br:1][C:2]1[CH:3]=[C:4]([CH2:8][NH:9][S:10]([CH2:13][CH3:14])(=[O:12])=[O:11])[CH:5]=[N:6][CH:7]=1.[H-].[Na+].[CH3:17]I. The catalyst is CN(C=O)C. The product is [Br:1][C:2]1[CH:3]=[C:4]([CH2:8][N:9]([CH3:17])[S:10]([CH2:13][CH3:14])(=[O:11])=[O:12])[CH:5]=[N:6][CH:7]=1. The yield is 0.850. (3) The reactants are [O:1]1[C:10]2[C:5](=[CH:6][C:7]([C:11]3[C:16]([CH:17]([CH2:22][CH2:23][CH3:24])[C:18]([O:20]C)=[O:19])=[C:15]([CH3:25])[N:14]=[C:13]([C:26]4[CH:31]=[CH:30][CH:29]=[CH:28][CH:27]=4)[N:12]=3)=[CH:8][CH:9]=2)[CH2:4][CH2:3][CH2:2]1.[OH-].[Na+]. The catalyst is CO. The product is [O:1]1[C:10]2[C:5](=[CH:6][C:7]([C:11]3[C:16]([CH:17]([CH2:22][CH2:23][CH3:24])[C:18]([OH:20])=[O:19])=[C:15]([CH3:25])[N:14]=[C:13]([C:26]4[CH:27]=[CH:28][CH:29]=[CH:30][CH:31]=4)[N:12]=3)=[CH:8][CH:9]=2)[CH2:4][CH2:3][CH2:2]1. The yield is 0.740. (4) The reactants are [CH2:1]([N:3]1[C:7]2[N:8]=[C:9]([C:18]3[CH:23]=[CH:22][C:21]([NH:24][C:25]([NH:27][C:28]4[CH:36]=[CH:35][C:31]([C:32](O)=[O:33])=[CH:30][CH:29]=4)=[O:26])=[CH:20][CH:19]=3)[N:10]=[C:11]([N:12]3[CH2:17][CH2:16][O:15][CH2:14][CH2:13]3)[C:6]=2[CH:5]=[CH:4]1)[CH3:2].[CH3:37][N:38]1[CH2:43][CH2:42][NH:41][CH2:40][CH2:39]1. No catalyst specified. The product is [CH2:1]([N:3]1[C:7]2[N:8]=[C:9]([C:18]3[CH:19]=[CH:20][C:21]([NH:24][C:25]([NH:27][C:28]4[CH:36]=[CH:35][C:31]([C:32]([N:41]5[CH2:42][CH2:43][N:38]([CH3:37])[CH2:39][CH2:40]5)=[O:33])=[CH:30][CH:29]=4)=[O:26])=[CH:22][CH:23]=3)[N:10]=[C:11]([N:12]3[CH2:13][CH2:14][O:15][CH2:16][CH2:17]3)[C:6]=2[CH:5]=[CH:4]1)[CH3:2]. The yield is 0.350. (5) The reactants are [Cl:1][C:2]1[CH:3]=[CH:4][C:5]([F:28])=[C:6]([C:8]2[O:12][N:11]=[C:10]([CH2:13][S:14][C:15]3[N:19]([CH2:20][CH2:21]O)[C:18]([C:23]4[S:24][CH:25]=[CH:26][CH:27]=4)=[N:17][N:16]=3)[N:9]=2)[CH:7]=1.CCN(S(F)(F)[F:35])CC. The catalyst is C1COCC1. The product is [Cl:1][C:2]1[CH:3]=[CH:4][C:5]([F:28])=[C:6]([C:8]2[O:12][N:11]=[C:10]([CH2:13][S:14][C:15]3[N:19]([CH2:20][CH2:21][F:35])[C:18]([C:23]4[S:24][CH:25]=[CH:26][CH:27]=4)=[N:17][N:16]=3)[N:9]=2)[CH:7]=1. The yield is 0.220. (6) The reactants are [N:1]1[CH:6]=[CH:5][N:4]=[CH:3][C:2]=1[C:7]1[NH:11][N:10]=[C:9]([C:12]2[S:13][CH:14]=[CH:15][CH:16]=2)[C:8]=1[CH2:17][CH2:18][NH2:19].C(N(C(C)C)CC)(C)C.[CH2:29]([C:34]1[CH:39]=[CH:38][C:37]([S:40](Cl)(=[O:42])=[O:41])=[CH:36][CH:35]=1)[CH2:30][CH2:31][CH2:32][CH3:33]. The yield is 0.410. The product is [CH2:29]([C:34]1[CH:35]=[CH:36][C:37]([S:40]([NH:19][CH2:18][CH2:17][C:8]2[C:9]([C:12]3[S:13][CH:14]=[CH:15][CH:16]=3)=[N:10][NH:11][C:7]=2[C:2]2[CH:3]=[N:4][CH:5]=[CH:6][N:1]=2)(=[O:42])=[O:41])=[CH:38][CH:39]=1)[CH2:30][CH2:31][CH2:32][CH3:33]. The catalyst is ClCCl. (7) The reactants are [O:1]1[C:6]2[CH:7]=[CH:8][CH:9]=[CH:10][C:5]=2[O:4][CH2:3][CH:2]1[CH2:11][NH2:12].F[C:14]1[CH:22]=[N:21][CH:20]=[CH:19][C:15]=1[C:16]([OH:18])=[O:17]. No catalyst specified. The product is [O:1]1[C:6]2[CH:7]=[CH:8][CH:9]=[CH:10][C:5]=2[O:4][CH2:3][CH:2]1[CH2:11][NH:12][C:19]1[CH:20]=[N:21][CH:22]=[CH:14][C:15]=1[C:16]([OH:18])=[O:17]. The yield is 0.0600. (8) The product is [CH3:49][N:48]([CH3:50])[O:47][CH2:46][CH2:45][O:44][C@@H:32]1[C@H:31]([OH:51])[C@@H:30]([CH2:29][OH:28])[O:34][C@H:33]1[N:35]1[CH:42]=[C:41]([CH3:43])[C:39](=[O:40])[NH:38][C:36]1=[O:37]. The yield is 0.925. The reactants are F.F.F.C(N(CC)CC)C.[Si]([O:28][CH2:29][C@H:30]1[O:34][C@@H:33]([N:35]2[CH:42]=[C:41]([CH3:43])[C:39](=[O:40])[NH:38][C:36]2=[O:37])[C@H:32]([O:44][CH2:45][CH2:46][O:47][N:48]([CH3:50])[CH3:49])[C@@H:31]1[OH:51])(C(C)(C)C)(C1C=CC=CC=1)C1C=CC=CC=1.CO. The catalyst is C1COCC1.C(Cl)Cl. (9) The reactants are [CH3:1][O:2][CH:3]([O:22][CH3:23])[C:4]1[CH:9]=[CH:8][C:7]([O:10][CH2:11][CH2:12][N:13]2[CH2:18][CH2:17][O:16][CH2:15][CH2:14]2)=[C:6]([N+:19]([O-])=O)[CH:5]=1. The catalyst is [Pt]=O.C(O)C. The product is [CH3:23][O:22][CH:3]([O:2][CH3:1])[C:4]1[CH:9]=[CH:8][C:7]([O:10][CH2:11][CH2:12][N:13]2[CH2:18][CH2:17][O:16][CH2:15][CH2:14]2)=[C:6]([NH2:19])[CH:5]=1. The yield is 0.260. (10) The reactants are [CH3:1][N:2]1[CH:6]=[C:5]([NH2:7])[CH:4]=[N:3]1.C(OC([NH:15][C:16]1[S:20][CH:19]=[N:18][C:17]=1[C:21](O)=[O:22])=O)(C)(C)C. No catalyst specified. The product is [NH2:15][C:16]1[S:20][CH:19]=[N:18][C:17]=1[C:21]([NH:7][C:5]1[CH:4]=[N:3][N:2]([CH3:1])[CH:6]=1)=[O:22]. The yield is 0.320.